Dataset: Reaction yield outcomes from USPTO patents with 853,638 reactions. Task: Predict the reaction yield, written as a fraction of the theoretical maximum amount of product (1.0 means a 100% yield; for example, 0.34 means a 34% yield). (1) The reactants are [C:1]1([S:7]([C:10]2[CH:15]=[CH:14][CH:13]=[CH:12][C:11]=2[NH2:16])(=[O:9])=[O:8])[CH:6]=[CH:5][CH:4]=[CH:3][CH:2]=1.C(N(C(C)C)C(C)C)C.[F:26][C:27]([F:45])([F:44])[C:28]1[CH:29]=[C:30]([C:38]([CH3:43])([CH3:42])[C:39](Cl)=[O:40])[CH:31]=[C:32]([C:34]([F:37])([F:36])[F:35])[CH:33]=1. The catalyst is ClCCl. The product is [C:1]1([S:7]([C:10]2[CH:15]=[CH:14][CH:13]=[CH:12][C:11]=2[NH:16][C:39](=[O:40])[C:38]([C:30]2[CH:29]=[C:28]([C:27]([F:26])([F:44])[F:45])[CH:33]=[C:32]([C:34]([F:35])([F:36])[F:37])[CH:31]=2)([CH3:43])[CH3:42])(=[O:9])=[O:8])[CH:2]=[CH:3][CH:4]=[CH:5][CH:6]=1. The yield is 0.950. (2) The reactants are [Cl:1][C:2]1[C:3]([NH:18][CH2:19][CH2:20][C:21]2[CH:26]=[CH:25][CH:24]=[C:23]([O:27]C)[CH:22]=2)=[N:4][C:5]([NH:8][C:9]2[CH:10]=[C:11]([CH2:15][CH2:16]O)[CH:12]=[CH:13][CH:14]=2)=[N:6][CH:7]=1.B(Br)(Br)[Br:30].C([O-])(O)=O.[Na+]. The catalyst is C(Cl)Cl. The product is [Br:30][CH2:16][CH2:15][C:11]1[CH:10]=[C:9]([NH:8][C:5]2[N:4]=[C:3]([NH:18][CH2:19][CH2:20][C:21]3[CH:22]=[C:23]([OH:27])[CH:24]=[CH:25][CH:26]=3)[C:2]([Cl:1])=[CH:7][N:6]=2)[CH:14]=[CH:13][CH:12]=1. The yield is 0.650. (3) The reactants are [Cl:1][C:2]1[CH:33]=[CH:32][C:5]([CH2:6][N:7]2[C:12](=[N:13][C:14]3[CH:19]=[CH:18][C:17]([O:20][CH:21]([CH3:23])[CH3:22])=[C:16]([F:24])[CH:15]=3)[NH:11][C:10](=[O:25])[N:9]([CH2:26][CH2:27][C:28](O)=[O:29])[C:8]2=[O:31])=[CH:4][CH:3]=1.C(N(CC)CC)C.C(Cl)(=O)OC.[Na+].[N:47]#[C:48][NH-:49]. The catalyst is CN(C)C1C=CN=CC=1.O.CN(C=O)C. The product is [Cl:1][C:2]1[CH:3]=[CH:4][C:5]([CH2:6][N:7]2[C:12](=[N:13][C:14]3[CH:19]=[CH:18][C:17]([O:20][CH:21]([CH3:23])[CH3:22])=[C:16]([F:24])[CH:15]=3)[NH:11][C:10](=[O:25])[N:9]([CH2:26][CH2:27][C:28](=[O:29])[NH:49][C:48]#[N:47])[C:8]2=[O:31])=[CH:32][CH:33]=1. The yield is 0.0600. (4) The reactants are [CH2:1]([C:5]1[C:9]([CH2:10][O:11][C:12]2[CH:20]=[CH:19][C:15]([C:16]([OH:18])=O)=[CH:14][N:13]=2)=[C:8]([CH2:21][OH:22])[O:7][N:6]=1)[CH2:2][CH2:3][CH3:4].Cl.[F:24][C:25]([F:29])([F:28])[CH2:26][NH2:27]. No catalyst specified. The product is [CH2:1]([C:5]1[C:9]([CH2:10][O:11][C:12]2[CH:20]=[CH:19][C:15]([C:16]([NH:27][CH2:26][C:25]([F:29])([F:28])[F:24])=[O:18])=[CH:14][N:13]=2)=[C:8]([CH2:21][OH:22])[O:7][N:6]=1)[CH2:2][CH2:3][CH3:4]. The yield is 0.180. (5) The reactants are C([O:3][C:4](=O)[C:5]1[CH:10]=[CH:9][C:8]([Cl:11])=[C:7]([O:12][CH2:13][CH3:14])[CH:6]=1)C.[H-].C([Al+]CC(C)C)C(C)C. The catalyst is C1COCC1. The yield is 1.00. The product is [Cl:11][C:8]1[CH:9]=[CH:10][C:5]([CH2:4][OH:3])=[CH:6][C:7]=1[O:12][CH2:13][CH3:14].